Dataset: Forward reaction prediction with 1.9M reactions from USPTO patents (1976-2016). Task: Predict the product of the given reaction. (1) The product is: [Br:1][C:2]1[CH:7]=[C:6]([F:8])[CH:5]=[CH:4][C:3]=1[CH:9]1[N:10]=[C:11]([C:36]2[S:37][CH:38]=[CH:39][N:40]=2)[NH:12][C:13]([CH2:20][N:21]2[CH2:26][CH2:25][O:24][CH:23]([C:27]([NH:28][CH2:29][C:30]([OH:32])=[O:31])=[O:35])[CH2:22]2)=[C:14]1[C:15]([O:17][CH2:18][CH3:19])=[O:16]. Given the reactants [Br:1][C:2]1[CH:7]=[C:6]([F:8])[CH:5]=[CH:4][C:3]=1[CH:9]1[C:14]([C:15]([O:17][CH2:18][CH3:19])=[O:16])=[C:13]([CH2:20][N:21]2[CH2:26][CH2:25][O:24][CH:23]([C:27](=[O:35])[NH:28][CH2:29][C:30]([O:32]CC)=[O:31])[CH2:22]2)[NH:12][C:11]([C:36]2[S:37][CH:38]=[CH:39][N:40]=2)=[N:10]1.[OH-].[Na+], predict the reaction product. (2) Given the reactants [Cl:1][C:2]1[CH:7]=[CH:6][CH:5]=[CH:4][C:3]=1[CH2:8][S:9]([C:12]1[CH:17]=[CH:16][C:15]([N+:18]([O-])=O)=[CH:14][CH:13]=1)(=[O:11])=[O:10].CCO[C:24]([CH3:26])=[O:25], predict the reaction product. The product is: [Cl:1][C:2]1[CH:7]=[CH:6][CH:5]=[CH:4][C:3]=1[CH2:8][S:9]([C:12]1[CH:17]=[CH:16][C:15]([NH:18][C:24](=[O:25])[C:26]2[CH:12]=[CH:13][CH:14]=[CH:15][N:18]=2)=[CH:14][CH:13]=1)(=[O:11])=[O:10].